From a dataset of Full USPTO retrosynthesis dataset with 1.9M reactions from patents (1976-2016). Predict the reactants needed to synthesize the given product. (1) Given the product [CH3:1][NH:2][C:3]([C:5]1[C:15]2[CH2:16][CH2:17][C@@H:18]([C:19]3[CH:24]=[CH:23][CH:22]=[CH:21][C:20]=3[CH3:25])[O:27][C:14]=2[C:8]2[N:9]=[C:10]([CH3:13])[N:11]([CH3:12])[C:7]=2[CH:6]=1)=[O:4], predict the reactants needed to synthesize it. The reactants are: [CH3:1][NH:2][C:3]([C:5]1[C:15]([CH2:16][CH2:17][C@@H:18](O)[C:19]2[CH:24]=[CH:23][CH:22]=[CH:21][C:20]=2[CH3:25])=[C:14]([OH:27])[C:8]2[N:9]=[C:10]([CH3:13])[N:11]([CH3:12])[C:7]=2[CH:6]=1)=[O:4].C1(P(C2C=CC=CC=2)C2C=CC=CC=2)C=CC=CC=1.CC(OC(/N=N/C(OC(C)C)=O)=O)C. (2) Given the product [F:34][C:31]([F:32])([F:33])[O:30][C:26]1[CH:25]=[C:24]([N:7]2[CH2:8][CH:9]([S:11]([C:14]3[CH:19]=[CH:18][CH:17]=[CH:16][C:15]=3[C:20]([F:21])([F:22])[F:23])(=[O:13])=[O:12])[CH2:10][CH:6]2[C:4]([OH:5])=[O:3])[CH:29]=[CH:28][CH:27]=1, predict the reactants needed to synthesize it. The reactants are: C([O:3][C:4]([CH:6]1[CH2:10][CH:9]([S:11]([C:14]2[CH:19]=[CH:18][CH:17]=[CH:16][C:15]=2[C:20]([F:23])([F:22])[F:21])(=[O:13])=[O:12])[CH2:8][N:7]1[C:24]1[CH:29]=[CH:28][CH:27]=[C:26]([O:30][C:31]([F:34])([F:33])[F:32])[CH:25]=1)=[O:5])C.[OH-].[Li+].